This data is from Full USPTO retrosynthesis dataset with 1.9M reactions from patents (1976-2016). The task is: Predict the reactants needed to synthesize the given product. The reactants are: [C:1]([O:5][C:6](=[O:25])[NH:7][C:8]1[CH:13]=[C:12]([N:14]2[CH2:19][CH2:18][CH2:17][CH2:16][CH2:15]2)[C:11]([C:20]#[N:21])=[CH:10][C:9]=1[N+:22]([O-])=O)([CH3:4])([CH3:3])[CH3:2].O.O.Cl[Sn]Cl. Given the product [C:1]([O:5][C:6](=[O:25])[NH:7][C:8]1[CH:13]=[C:12]([N:14]2[CH2:19][CH2:18][CH2:17][CH2:16][CH2:15]2)[C:11]([C:20]#[N:21])=[CH:10][C:9]=1[NH2:22])([CH3:4])([CH3:2])[CH3:3], predict the reactants needed to synthesize it.